From a dataset of Forward reaction prediction with 1.9M reactions from USPTO patents (1976-2016). Predict the product of the given reaction. Given the reactants Br[C:2]1[CH:35]=[CH:34][C:5]([CH2:6][C:7]2[N:8]([C:20]3[CH:21]=[C:22]([N:26]4[S:30](=[O:32])(=[O:31])[NH:29][C:28](=[O:33])[CH2:27]4)[CH:23]=[CH:24][CH:25]=3)[CH:9]=[C:10]([C:12]3[CH:17]=[CH:16][C:15]([Cl:18])=[CH:14][C:13]=3[Cl:19])[N:11]=2)=[CH:4][CH:3]=1.[CH:36]1([CH2:42][S:43][C:44]2[CH:45]=[C:46](B(O)O)[CH:47]=[CH:48][CH:49]=2)[CH2:41][CH2:40][CH2:39][CH2:38][CH2:37]1, predict the reaction product. The product is: [CH:36]1([CH2:42][S:43][C:44]2[CH:45]=[C:46]([C:2]3[CH:35]=[CH:34][C:5]([CH2:6][C:7]4[N:8]([C:20]5[CH:21]=[C:22]([N:26]6[S:30](=[O:32])(=[O:31])[NH:29][C:28](=[O:33])[CH2:27]6)[CH:23]=[CH:24][CH:25]=5)[CH:9]=[C:10]([C:12]5[CH:17]=[CH:16][C:15]([Cl:18])=[CH:14][C:13]=5[Cl:19])[N:11]=4)=[CH:4][CH:3]=3)[CH:47]=[CH:48][CH:49]=2)[CH2:37][CH2:38][CH2:39][CH2:40][CH2:41]1.